This data is from Catalyst prediction with 721,799 reactions and 888 catalyst types from USPTO. The task is: Predict which catalyst facilitates the given reaction. (1) Reactant: [Cl:1][C:2]1[N:3]=[C:4]2[C@@H:10]([CH2:11][CH:12]3OCC[O:13]3)[O:9][C@H:8]([C:17]3[CH:22]=[CH:21][CH:20]=[C:19]([O:23][CH3:24])[C:18]=3[O:25][CH3:26])[C:7]3[CH:27]=[C:28]([Cl:31])[CH:29]=[CH:30][C:6]=3[N:5]2[CH:32]=1.Cl(O)(=O)(=O)=O. Product: [Cl:1][C:2]1[N:3]=[C:4]2[C@@H:10]([CH2:11][CH2:12][OH:13])[O:9][C@H:8]([C:17]3[CH:22]=[CH:21][CH:20]=[C:19]([O:23][CH3:24])[C:18]=3[O:25][CH3:26])[C:7]3[CH:27]=[C:28]([Cl:31])[CH:29]=[CH:30][C:6]=3[N:5]2[CH:32]=1. The catalyst class is: 4. (2) Reactant: [F:1][C:2]1[C:3]([C:8]2([C:12]#[N:13])[CH2:11][CH2:10][CH2:9]2)=[N:4][CH:5]=[CH:6][CH:7]=1.[H-].[H-].[H-].[H-].[Li+].[Al+3]. Product: [F:1][C:2]1[C:3]([C:8]2([CH2:12][NH2:13])[CH2:11][CH2:10][CH2:9]2)=[N:4][CH:5]=[CH:6][CH:7]=1. The catalyst class is: 1. (3) Reactant: C([C:4]1[CH:5]=[C:6]([N:10]([CH3:14])[C:11](=[O:13])[CH3:12])[CH:7]=[CH:8][CH:9]=1)(=O)C.CO[CH:17](OC)[N:18]([CH3:20])[CH3:19].[C:23](OCC)(=[O:25])[CH3:24]. Product: [CH3:19][N:18]([CH3:20])[CH:17]=[CH:24][C:23]([C:5]1[CH:4]=[CH:9][CH:8]=[CH:7][C:6]=1[N:10]([CH3:14])[C:11](=[O:13])[CH3:12])=[O:25]. The catalyst class is: 194. (4) Product: [Br:6][CH2:7][C:8]1[CH:13]=[C:12]([O:14][CH3:15])[CH:11]=[C:10]([CH2:1][Br:5])[CH:9]=1. The catalyst class is: 4. Reactant: [C:1]([Br:5])(Br)(Br)Br.[Br:6][CH2:7][C:8]1[CH:13]=[C:12]([O:14][CH3:15])[CH:11]=[C:10](CO)[CH:9]=1.C1(P(C2C=CC=CC=2)C2C=CC=CC=2)C=CC=CC=1. (5) Reactant: [F:1][CH2:2][C:3]1([CH3:9])[CH2:7][O:6][C:5](=[O:8])[NH:4]1.C(O[Cl:15])(C)(C)C. Product: [Cl:15][N:4]1[C:3]([CH2:2][F:1])([CH3:9])[CH2:7][O:6][C:5]1=[O:8]. The catalyst class is: 5. (6) Reactant: [N+:1]([C:4]1[C:12]2[C:7](=[CH:8][CH:9]=[C:10]([C:13]#[N:14])[CH:11]=2)[NH:6][C:5]=1[C:15]1[C:16](=[O:25])[NH:17][C:18]2[C:23]([N:24]=1)=[CH:22][CH:21]=[CH:20][CH:19]=2)([O-:3])=[O:2].[N-:26]=[N+:27]=[N-:28].[Na+].[NH4+].[Cl-].O. Product: [NH:26]1[C:13]([C:10]2[CH:11]=[C:12]3[C:7](=[CH:8][CH:9]=2)[NH:6][C:5]([C:15]2[C:16](=[O:25])[NH:17][C:18]4[C:23]([N:24]=2)=[CH:22][CH:21]=[CH:20][CH:19]=4)=[C:4]3[N+:1]([O-:3])=[O:2])=[N:14][NH:28][NH:27]1. The catalyst class is: 3. (7) Reactant: [NH2:1][C:2]1[S:6][N:5]=[C:4]([CH3:7])[C:3]=1[C:8]([OH:10])=O.S(Cl)(Cl)=O.[Cl:15][C:16]1[CH:22]=[CH:21][C:19]([NH2:20])=[CH:18][C:17]=1[F:23].C(N(CC)CC)C.Cl. Product: [NH2:1][C:2]1[S:6][N:5]=[C:4]([CH3:7])[C:3]=1[C:8]([NH:20][C:19]1[CH:21]=[CH:22][C:16]([Cl:15])=[C:17]([F:23])[CH:18]=1)=[O:10]. The catalyst class is: 20. (8) Reactant: [H-].[Na+].[NH2:3][C@H:4]([CH2:7][CH3:8])[CH2:5][OH:6].Cl[CH2:10][C:11](Cl)=[O:12].[Cl-].[NH4+]. Product: [CH2:7]([C@H:4]1[NH:3][C:11](=[O:12])[CH2:10][O:6][CH2:5]1)[CH3:8]. The catalyst class is: 308.